This data is from Catalyst prediction with 721,799 reactions and 888 catalyst types from USPTO. The task is: Predict which catalyst facilitates the given reaction. (1) Reactant: [F:1][C:2]1[CH:7]=[C:6]([N+:8]([O-:10])=[O:9])[CH:5]=[CH:4][C:3]=1[CH2:11][C:12]([O:14][C:15]([CH3:18])([CH3:17])[CH3:16])=[O:13].[CH3:19]N(CN(C)C)C.C(OC(=O)C)(=O)C.O. The catalyst class is: 16. Product: [F:1][C:2]1[CH:7]=[C:6]([N+:8]([O-:10])=[O:9])[CH:5]=[CH:4][C:3]=1[C:11](=[CH2:19])[C:12]([O:14][C:15]([CH3:18])([CH3:17])[CH3:16])=[O:13]. (2) Product: [CH2:1]([C:4]1[C:13]([NH:14][C@H:25]2[CH2:24][CH2:23][C@@H:22]([NH:21][C:20]([O:19][C:15]([CH3:18])([CH3:17])[CH3:16])=[O:29])[CH2:27][CH2:26]2)=[CH:12][CH:11]=[CH:10][C:5]=1[C:6]([O:8][CH3:9])=[O:7])[CH:2]=[CH2:3]. The catalyst class is: 279. Reactant: [CH2:1]([C:4]1[C:13]([NH2:14])=[CH:12][CH:11]=[CH:10][C:5]=1[C:6]([O:8][CH3:9])=[O:7])[CH:2]=[CH2:3].[C:15]([O:19][C:20](=[O:29])[NH:21][CH:22]1[CH2:27][CH2:26][C:25](=O)[CH2:24][CH2:23]1)([CH3:18])([CH3:17])[CH3:16].CC(O)=O.[BH-](OC(C)=O)(OC(C)=O)OC(C)=O.[Na+]. (3) Reactant: [NH2:1][C:2]1[CH:16]=[CH:15][CH:14]=[C:13]([F:17])[C:3]=1[C:4]([NH:6][C:7]1[CH:12]=[CH:11][CH:10]=[CH:9][CH:8]=1)=[O:5].[C:18]([O:22][C:23]([NH:25][C@@H:26]([CH3:30])[C:27](O)=[O:28])=[O:24])([CH3:21])([CH3:20])[CH3:19].CN(C(ON1N=NC2C=CC=NC1=2)=[N+](C)C)C.F[P-](F)(F)(F)(F)F.CCN(C(C)C)C(C)C. Product: [F:17][C:13]1[C:3]([C:4](=[O:5])[NH:6][C:7]2[CH:12]=[CH:11][CH:10]=[CH:9][CH:8]=2)=[C:2]([NH:1][C:27](=[O:28])[C@@H:26]([NH:25][C:23](=[O:24])[O:22][C:18]([CH3:20])([CH3:19])[CH3:21])[CH3:30])[CH:16]=[CH:15][CH:14]=1. The catalyst class is: 2. (4) Reactant: Cl[C:2]1[N:6]([CH3:7])[N:5]=[CH:4][C:3]=1[N+:8]([O-:10])=[O:9].[CH2:11]1[C:14]2([CH2:19][NH:18][CH2:17][CH2:16][CH2:15]2)[CH2:13][N:12]1[C:20]([O:22][C:23]([CH3:26])([CH3:25])[CH3:24])=[O:21].CCN(C(C)C)C(C)C. Product: [CH3:7][N:6]1[C:2]([N:18]2[CH2:17][CH2:16][CH2:15][C:14]3([CH2:11][N:12]([C:20]([O:22][C:23]([CH3:25])([CH3:26])[CH3:24])=[O:21])[CH2:13]3)[CH2:19]2)=[C:3]([N+:8]([O-:10])=[O:9])[CH:4]=[N:5]1. The catalyst class is: 51. (5) Reactant: [C:1](Cl)(=[O:8])[C:2]1[CH:7]=[CH:6][CH:5]=[CH:4][CH:3]=1.[Cl:10][C:11]1[CH:19]=[C:18]2[C:14]([C:15]([NH2:20])=[N:16][NH:17]2)=[CH:13][CH:12]=1. Product: [Cl:10][C:11]1[CH:19]=[C:18]2[C:14]([C:15]([NH:20][C:1]([C:2]3[CH:7]=[CH:6][CH:5]=[CH:4][CH:3]=3)=[O:8])=[N:16][NH:17]2)=[CH:13][CH:12]=1. The catalyst class is: 17. (6) Reactant: [N:1]1[C:10]2[C:5](=[CH:6][C:7]([C:11]3[CH:12]=[N:13][N:14]([C:17]4[CH:22]=[CH:21][CH:20]=[CH:19][C:18]=4[CH3:23])[C:15]=3[NH2:16])=[CH:8][CH:9]=2)[N:4]=[CH:3][CH:2]=1.[CH3:24][O:25][C:26](=[O:34])[C:27]1[CH:32]=[CH:31][CH:30]=[CH:29][C:28]=1Br.P([O-])([O-])([O-])=O.[K+].[K+].[K+].C(P(C(C)(C)C)C1C=CC=CC=1C1C=CC=CC=1)(C)(C)C. Product: [CH3:24][O:25][C:26](=[O:34])[C:27]1[CH:32]=[CH:31][CH:30]=[CH:29][C:28]=1[NH:16][C:15]1[N:14]([C:17]2[CH:22]=[CH:21][CH:20]=[CH:19][C:18]=2[CH3:23])[N:13]=[CH:12][C:11]=1[C:7]1[CH:6]=[C:5]2[C:10](=[CH:9][CH:8]=1)[N:1]=[CH:2][CH:3]=[N:4]2. The catalyst class is: 164.